This data is from Reaction yield outcomes from USPTO patents with 853,638 reactions. The task is: Predict the reaction yield, written as a fraction of the theoretical maximum amount of product (1.0 means a 100% yield; for example, 0.34 means a 34% yield). (1) The reactants are [Cl:1][C:2]1[CH:3]=[C:4]([NH:9][C:10]2[C:11]3[CH:19]=[C:18](F)[N:17]=[CH:16][C:12]=3[N:13]=[CH:14][N:15]=2)[CH:5]=[CH:6][C:7]=1[Cl:8].[CH3:21][O:22][C:23]1[CH:30]=[CH:29][C:26]([CH2:27][NH2:28])=[CH:25][CH:24]=1. The catalyst is CS(C)=O. The product is [Cl:1][C:2]1[CH:3]=[C:4]([NH:9][C:10]2[C:11]3[CH:19]=[C:18]([NH:28][CH2:27][C:26]4[CH:29]=[CH:30][C:23]([O:22][CH3:21])=[CH:24][CH:25]=4)[N:17]=[CH:16][C:12]=3[N:13]=[CH:14][N:15]=2)[CH:5]=[CH:6][C:7]=1[Cl:8]. The yield is 0.640. (2) The reactants are F[C:2]1[CH:7]=[CH:6][C:5]([S:8]([C:11]2[C:12]([NH:18][C:19]3[C:24]([CH3:25])=[CH:23][C:22]([CH3:26])=[CH:21][C:20]=3[CH3:27])=[N:13][C:14]([CH3:17])=[N:15][CH:16]=2)(=[O:10])=[O:9])=[CH:4][CH:3]=1.[NH:28]1[CH2:33][CH2:32][O:31][CH2:30][CH2:29]1. No catalyst specified. The product is [CH3:17][C:14]1[N:13]=[C:12]([NH:18][C:19]2[C:24]([CH3:25])=[CH:23][C:22]([CH3:26])=[CH:21][C:20]=2[CH3:27])[C:11]([S:8]([C:5]2[CH:6]=[CH:7][C:2]([N:28]3[CH2:33][CH2:32][O:31][CH2:30][CH2:29]3)=[CH:3][CH:4]=2)(=[O:10])=[O:9])=[CH:16][N:15]=1. The yield is 0.920. (3) The reactants are Br[CH:2]1[CH2:6][CH2:5][C:4]([C:7]#[N:8])=[CH:3]1.[F:9][C:10]1[CH:15]=[CH:14][C:13]([N:16]2[CH2:21][CH2:20][NH:19][CH2:18][CH2:17]2)=[CH:12][CH:11]=1.C(N(CC)CC)C. The catalyst is CN(C)C=O. The product is [F:9][C:10]1[CH:11]=[CH:12][C:13]([N:16]2[CH2:21][CH2:20][N:19]([C@@H:2]3[CH2:6][CH2:5][C:4]([C:7]#[N:8])=[CH:3]3)[CH2:18][CH2:17]2)=[CH:14][CH:15]=1. The yield is 0.571. (4) The reactants are [BH4-].[Li+].[CH2:3]([O:7][C:8]1[CH:9]=[C:10]([CH:15]=[CH:16][C:17]=1[I:18])[C:11](OC)=[O:12])[CH2:4][CH2:5][CH3:6].[Cl-].[NH4+].Cl. The catalyst is O1CCCC1. The product is [CH2:3]([O:7][C:8]1[CH:9]=[C:10]([CH2:11][OH:12])[CH:15]=[CH:16][C:17]=1[I:18])[CH2:4][CH2:5][CH3:6]. The yield is 1.00.